Predict the reaction yield, written as a fraction of the theoretical maximum amount of product (1.0 means a 100% yield; for example, 0.34 means a 34% yield). From a dataset of Reaction yield outcomes from USPTO patents with 853,638 reactions. (1) The reactants are [CH2:1]([O:8][C:9]1[CH:26]=[CH:25][C:24]2[C:23]3[C@H:14]([C@H:15]4[C@@:19]([CH2:21][C:22]=3[CH2:27][CH:28]=[CH2:29])([CH3:20])[C@@H:18]([O:30][CH2:31][C:32]3[CH:37]=[CH:36][CH:35]=[CH:34][CH:33]=3)[CH2:17][CH2:16]4)[CH2:13][CH2:12][C:11]=2[CH:10]=1)[C:2]1[CH:7]=[CH:6][CH:5]=[CH:4][CH:3]=1.[F:38][C:39]([F:66])([C:56]([F:65])([F:64])[C:57]([F:63])([F:62])[C:58]([F:61])([F:60])[F:59])[CH2:40][CH2:41][CH:42]([CH2:48][CH2:49][CH2:50][CH2:51][CH2:52][CH2:53]C=C)[C:43]([O:45][CH2:46][CH3:47])=[O:44]. The catalyst is ClCCl.C(P(C1CCCCC1)(C1CCCCC1)C1CCCCC1)(P(C1CCCCC1)(C1CCCCC1)C1CCCCC1)C1C=CC=CC=1.Cl[Ru]Cl. The product is [CH2:1]([O:8][C:9]1[CH:26]=[CH:25][C:24]2[C:23]3[C@H:14]([C@H:15]4[C@@:19]([CH2:21][C:22]=3[CH2:27][CH:28]=[CH:29][CH2:53][CH2:52][CH2:51][CH2:50][CH2:49][CH2:48][CH:42]([CH2:41][CH2:40][C:39]([F:38])([F:66])[C:56]([F:64])([F:65])[C:57]([F:62])([F:63])[C:58]([F:59])([F:61])[F:60])[C:43]([O:45][CH2:46][CH3:47])=[O:44])([CH3:20])[C@@H:18]([O:30][CH2:31][C:32]3[CH:33]=[CH:34][CH:35]=[CH:36][CH:37]=3)[CH2:17][CH2:16]4)[CH2:13][CH2:12][C:11]=2[CH:10]=1)[C:2]1[CH:7]=[CH:6][CH:5]=[CH:4][CH:3]=1. The yield is 0.480. (2) The reactants are [C:1]([O:5][C:6](=[O:12])[N:7]([CH2:9][CH2:10][OH:11])[CH3:8])([CH3:4])([CH3:3])[CH3:2].[H-].[Na+].[C:15]([Si:19]([C:45]1[CH:50]=[CH:49][CH:48]=[CH:47][CH:46]=1)([C:39]1[CH:44]=[CH:43][CH:42]=[CH:41][CH:40]=1)[O:20][CH2:21][CH2:22][C@@H:23]1[O:27][C:26]([CH3:29])([CH3:28])[O:25][C@@H:24]1[CH2:30]OS(C(F)(F)F)(=O)=O)([CH3:18])([CH3:17])[CH3:16].[Cl-].[NH4+]. The catalyst is C1COCC1. The product is [C:1]([O:5][C:6](=[O:12])[N:7]([CH2:9][CH2:10][O:11][CH2:30][C@@H:24]1[C@H:23]([CH2:22][CH2:21][O:20][Si:19]([C:15]([CH3:18])([CH3:17])[CH3:16])([C:39]2[CH:44]=[CH:43][CH:42]=[CH:41][CH:40]=2)[C:45]2[CH:50]=[CH:49][CH:48]=[CH:47][CH:46]=2)[O:27][C:26]([CH3:28])([CH3:29])[O:25]1)[CH3:8])([CH3:4])([CH3:2])[CH3:3]. The yield is 0.380.